From a dataset of Peptide-MHC class I binding affinity with 185,985 pairs from IEDB/IMGT. Regression. Given a peptide amino acid sequence and an MHC pseudo amino acid sequence, predict their binding affinity value. This is MHC class I binding data. (1) The peptide sequence is FEDLRLLSF. The MHC is HLA-B44:02 with pseudo-sequence HLA-B44:02. The binding affinity (normalized) is 0.396. (2) The peptide sequence is PAHKSQLVW. The MHC is HLA-B15:09 with pseudo-sequence HLA-B15:09. The binding affinity (normalized) is 0.0847. (3) The peptide sequence is RVLTARKTV. The MHC is HLA-A23:01 with pseudo-sequence HLA-A23:01. The binding affinity (normalized) is 0.0847. (4) The peptide sequence is FLQGAKWYL. The MHC is BoLA-T2C with pseudo-sequence BoLA-T2C. The binding affinity (normalized) is 0.820. (5) The peptide sequence is ERLAIRGSL. The MHC is HLA-B14:01 with pseudo-sequence HLA-B14:02. The binding affinity (normalized) is 0.534. (6) The peptide sequence is WQQWDRQSL. The MHC is HLA-B18:01 with pseudo-sequence HLA-B18:01. The binding affinity (normalized) is 0.0847.